From a dataset of Reaction yield outcomes from USPTO patents with 853,638 reactions. Predict the reaction yield, written as a fraction of the theoretical maximum amount of product (1.0 means a 100% yield; for example, 0.34 means a 34% yield). (1) The reactants are Br[CH:2]([CH3:11])[C:3]([C:5]1[CH:10]=[CH:9][CH:8]=[CH:7][CH:6]=1)=[O:4].[NH:12]1[CH:16]=[CH:15][N:14]=[CH:13]1.C(C(CC)(CC)CN)C.C(OCC)(=O)C. The catalyst is O. The product is [N:12]1([CH:2]([CH3:11])[C:3]([C:5]2[CH:10]=[CH:9][CH:8]=[CH:7][CH:6]=2)=[O:4])[CH:16]=[CH:15][N:14]=[CH:13]1. The yield is 0.650. (2) The reactants are [CH2:1]([O:3][CH2:4][C:5]1[N:6]([CH2:18][C:19]2([OH:32])[CH2:24][CH2:23][N:22](C(OC(C)(C)C)=O)[CH2:21][CH2:20]2)[C:7]2[C:16]3[CH:15]=[CH:14][CH:13]=[CH:12][C:11]=3[N:10]=[CH:9][C:8]=2[N:17]=1)[CH3:2].Cl. The catalyst is C(O)C. The product is [CH2:1]([O:3][CH2:4][C:5]1[N:6]([CH2:18][C:19]2([OH:32])[CH2:24][CH2:23][NH:22][CH2:21][CH2:20]2)[C:7]2[C:16]3[CH:15]=[CH:14][CH:13]=[CH:12][C:11]=3[N:10]=[CH:9][C:8]=2[N:17]=1)[CH3:2]. The yield is 0.610. (3) The reactants are [CH3:1][C:2]([C:9]1[CH:10]=[N:11][CH:12]=[CH:13][CH:14]=1)([CH3:8])[C:3]([O:5]CC)=[O:4].[Li+].[OH-].O.Cl. The catalyst is CCO. The product is [CH3:8][C:2]([C:9]1[CH:10]=[N:11][CH:12]=[CH:13][CH:14]=1)([CH3:1])[C:3]([OH:5])=[O:4]. The yield is 1.00. (4) The reactants are [CH3:1][O:2][C:3](=[O:12])[C:4]1[CH:9]=[CH:8][C:7]([CH2:10]Br)=[CH:6][CH:5]=1.C(=O)([O-])[O-].[K+].[K+].[C:19]1([SH:25])[CH:24]=[CH:23][CH:22]=[CH:21][CH:20]=1.O. The catalyst is CN(C=O)C. The product is [CH3:1][O:2][C:3](=[O:12])[C:4]1[CH:9]=[CH:8][C:7]([CH2:10][S:25][C:19]2[CH:24]=[CH:23][CH:22]=[CH:21][CH:20]=2)=[CH:6][CH:5]=1. The yield is 0.860. (5) The reactants are [CH3:1][O:2][C:3]([CH:5]1[CH2:10][CH2:9][CH:8](C(O)=O)[CH2:7][CH2:6]1)=[O:4].C([N:16]([CH2:19]C)CC)C.ClC(OCC)=[O:23]. The catalyst is C(Cl)(Cl)Cl. The product is [CH3:1][O:2][C:3]([C:5]1([C:19](=[O:23])[NH2:16])[CH2:6][CH2:7][CH2:8][CH2:9][CH2:10]1)=[O:4]. The yield is 0.720. (6) The reactants are [CH2:1]([N:3]1[CH2:8][CH2:7][NH:6][CH2:5][CH2:4]1)[CH3:2].O=[C:10]1[CH2:15][CH2:14][N:13]([C:16]([O:18][C:19]([CH3:22])([CH3:21])[CH3:20])=[O:17])[CH2:12][CH2:11]1.C(O)(=O)C.C(O[BH3-])(=O)C.[Na+].[OH-].[Na+]. The catalyst is C(O)C. The product is [CH2:1]([N:3]1[CH2:8][CH2:7][N:6]([CH:10]2[CH2:15][CH2:14][N:13]([C:16]([O:18][C:19]([CH3:22])([CH3:21])[CH3:20])=[O:17])[CH2:12][CH2:11]2)[CH2:5][CH2:4]1)[CH3:2]. The yield is 0.530. (7) The reactants are C([Sn](CCCC)CCCC)CCC.[Cl:14][C:15]1[CH:20]=[CH:19][N:18]=[C:17]2[CH:21]=[C:22]([C:24]3S[CH:26]=[CH:27][N:28]=3)[S:23][C:16]=12.Br[C:30]1[N:31](C)C=CN=1. No catalyst specified. The product is [Cl:14][C:15]1[CH:20]=[CH:19][N:18]=[C:17]2[CH:21]=[C:22]([C:24]3[N:31]([CH3:30])[CH:26]=[CH:27][N:28]=3)[S:23][C:16]=12. The yield is 0.950. (8) The catalyst is C1COCC1. The yield is 0.850. The product is [CH2:15]([C@@H:18]1[C:23](=[O:24])[CH2:22][CH2:21][N:20]([C:25]2[CH:30]=[CH:29][C:28]([CH:31]([CH3:33])[CH3:32])=[CH:27][CH:26]=2)[C@H:19]1[C:34]1[CH:39]=[CH:38][C:37]([C:40]([F:43])([F:41])[F:42])=[CH:36][CH:35]=1)[CH:16]=[CH2:17]. The reactants are CCC(C)[BH-](C(C)CC)C(C)CC.[Li+].[CH2:15]([C@@H:18]1[C:23](=[O:24])[CH:22]=[CH:21][N:20]([C:25]2[CH:30]=[CH:29][C:28]([CH:31]([CH3:33])[CH3:32])=[CH:27][CH:26]=2)[C@H:19]1[C:34]1[CH:39]=[CH:38][C:37]([C:40]([F:43])([F:42])[F:41])=[CH:36][CH:35]=1)[CH:16]=[CH2:17]. (9) The reactants are [C:1]([O:5][C:6]([N:8]1[CH2:15][C:14](=[O:16])[CH2:13][C@H:9]1[C:10]([OH:12])=O)=[O:7])([CH3:4])([CH3:3])[CH3:2].C1C=CC2N(O)N=NC=2C=1.C(Cl)CCl.Cl.[F:32][C:33]1([F:38])[CH2:37][CH2:36][NH:35][CH2:34]1.C(=O)(O)[O-].[Na+]. The catalyst is ClCCl. The product is [C:1]([O:5][C:6]([N:8]1[CH2:15][C:14](=[O:16])[CH2:13][C@H:9]1[C:10]([N:35]1[CH2:36][CH2:37][C:33]([F:38])([F:32])[CH2:34]1)=[O:12])=[O:7])([CH3:2])([CH3:3])[CH3:4]. The yield is 0.820.